This data is from Forward reaction prediction with 1.9M reactions from USPTO patents (1976-2016). The task is: Predict the product of the given reaction. (1) Given the reactants [F:1][C:2]1[C:7]([C:8]2[N:12]([S:13]([C:16]3[CH:17]=[N:18][CH:19]=[CH:20][CH:21]=3)(=[O:15])=[O:14])[CH:11]=[C:10]([CH2:22][N:23](C)[C:24](=O)OC(C)(C)C)[CH:9]=2)=[CH:6][CH:5]=[CH:4][N:3]=1.[C:32]([O:35]CC)(=[O:34])[CH3:33].Cl.[C:39]([O:42]CC)(=[O:41])[CH3:40], predict the reaction product. The product is: [C:39]([OH:42])(=[O:41])/[CH:40]=[CH:33]/[C:32]([OH:35])=[O:34].[F:1][C:2]1[C:7]([C:8]2[N:12]([S:13]([C:16]3[CH:17]=[N:18][CH:19]=[CH:20][CH:21]=3)(=[O:14])=[O:15])[CH:11]=[C:10]([CH2:22][NH:23][CH3:24])[CH:9]=2)=[CH:6][CH:5]=[CH:4][N:3]=1. (2) Given the reactants O[O:2][S:3]([O-:5])=O.[K+].[Cl:7][C:8]1[S:33][C:11]2[NH:12][C:13]([C:15]([NH:17][CH:18]3[CH2:27][C:26]4[C:21](=[CH:22][CH:23]=[CH:24][CH:25]=4)[N:20]([CH2:28][CH2:29]SC)[C:19]3=[O:32])=[O:16])=[CH:14][C:10]=2[CH:9]=1.[CH3:34]O, predict the reaction product. The product is: [Cl:7][C:8]1[S:33][C:11]2[NH:12][C:13]([C:15]([NH:17][CH:18]3[CH2:27][C:26]4[C:21](=[CH:22][CH:23]=[CH:24][CH:25]=4)[N:20]([CH2:28][CH2:29][S:3]([CH3:34])(=[O:5])=[O:2])[C:19]3=[O:32])=[O:16])=[CH:14][C:10]=2[CH:9]=1. (3) Given the reactants [CH2:1]([C:3]1[CH:8]=[CH:7][C:6]([OH:9])=[CH:5][CH:4]=1)[CH3:2].S(Cl)([Cl:13])(=O)=O, predict the reaction product. The product is: [Cl:13][C:5]1[CH:4]=[C:3]([CH2:1][CH3:2])[CH:8]=[CH:7][C:6]=1[OH:9]. (4) Given the reactants [Si:1]([O:8][CH2:9][C:10]1[CH:15]=[C:14]([C:16]([O:18][CH3:19])=[O:17])[CH:13]=[C:12]([CH:20]=O)[N:11]=1)([C:4]([CH3:7])([CH3:6])[CH3:5])([CH3:3])[CH3:2].[F:22][C:23]1[CH:28]=[CH:27][C:26]([CH2:29][N:30]2[C:34]([CH2:35][C:36]3[S:37][CH:38]=[CH:39][CH:40]=3)=[N:33][N:32]=[C:31]2[CH2:41][NH2:42])=[CH:25][CH:24]=1, predict the reaction product. The product is: [Si:1]([O:8][CH2:9][C:10]1[CH:15]=[C:14]([C:16]([O:18][CH3:19])=[O:17])[CH:13]=[C:12]([CH2:20][NH:42][CH2:41][C:31]2[N:30]([CH2:29][C:26]3[CH:25]=[CH:24][C:23]([F:22])=[CH:28][CH:27]=3)[C:34]([CH2:35][C:36]3[S:37][CH:38]=[CH:39][CH:40]=3)=[N:33][N:32]=2)[N:11]=1)([C:4]([CH3:5])([CH3:6])[CH3:7])([CH3:2])[CH3:3]. (5) Given the reactants ClCCl.B(Br)(Br)Br.C(Cl)(Cl)Cl.C[O:13][C:14]1[CH:19]=[CH:18][C:17]([C:20]2[C:25]([CH3:26])=[N:24][N:23]3[CH:27]=[N:28][N:29]=[C:22]3[CH:21]=2)=[CH:16][CH:15]=1, predict the reaction product. The product is: [CH3:26][C:25]1[C:20]([C:17]2[CH:18]=[CH:19][C:14]([OH:13])=[CH:15][CH:16]=2)=[CH:21][C:22]2[N:23]([CH:27]=[N:28][N:29]=2)[N:24]=1. (6) Given the reactants [Br:1][C:2]1[CH:7]=[CH:6][CH:5]=[CH:4][C:3]=1[CH:8]([N:13]1[C:21]2[C:16](=[CH:17][CH:18]=[CH:19][CH:20]=2)[CH2:15][CH2:14]1)[CH:9]([OH:12])[CH2:10][OH:11], predict the reaction product. The product is: [Br:1][C:2]1[CH:7]=[CH:6][CH:5]=[CH:4][C:3]=1[CH:8]([N:13]1[C:21]2[C:16](=[CH:17][CH:18]=[CH:19][CH:20]=2)[CH:15]=[CH:14]1)[CH:9]([OH:12])[CH2:10][OH:11]. (7) Given the reactants [NH2:1][C:2]1[CH:27]=[CH:26][CH:25]=[CH:24][C:3]=1[CH2:4][N:5]1[C:14]2[C:9](=[CH:10][CH:11]=[C:12]([C:15]3[C:16]([CH3:21])=[N:17][O:18][C:19]=3[CH3:20])[CH:13]=2)[C:8](=[O:22])[CH:7]=[C:6]1[CH3:23].[C:28](OC(=O)C)(=[O:30])[CH3:29], predict the reaction product. The product is: [C:28]([NH:1][C:2]1[CH:27]=[CH:26][CH:25]=[CH:24][C:3]=1[CH2:4][N:5]1[C:14]2[C:9](=[CH:10][CH:11]=[C:12]([C:15]3[C:16]([CH3:21])=[N:17][O:18][C:19]=3[CH3:20])[CH:13]=2)[C:8](=[O:22])[CH:7]=[C:6]1[CH3:23])(=[O:30])[CH3:29]. (8) Given the reactants [CH2:1]([O:3][C:4](=[O:14])[CH2:5][C:6](=O)[CH2:7][O:8][C:9]([CH3:12])([CH3:11])[CH3:10])[CH3:2].[CH3:15][C:16]1[CH:21]=[C:20]([CH3:22])[CH:19]=[C:18]([CH3:23])[C:17]=1[CH:24]1[O:29][C:28](=[O:30])[CH2:27][C:26](=O)[CH2:25]1.[CH:32]([C:34]1[CH:35]=[C:36]([CH2:40][C:41]([OH:43])=[O:42])[CH:37]=[CH:38][CH:39]=1)=O.C([O-])(=O)C.[NH4+:48], predict the reaction product. The product is: [CH2:1]([O:3][C:4]([C:5]1[CH:32]([C:34]2[CH:39]=[CH:38][CH:37]=[C:36]([CH2:40][C:41]([OH:43])=[O:42])[CH:35]=2)[C:27]2[C:28](=[O:30])[O:29][CH:24]([C:17]3[C:16]([CH3:15])=[CH:21][C:20]([CH3:22])=[CH:19][C:18]=3[CH3:23])[CH2:25][C:26]=2[NH:48][C:6]=1[CH2:7][O:8][C:9]([CH3:12])([CH3:11])[CH3:10])=[O:14])[CH3:2].